Dataset: Forward reaction prediction with 1.9M reactions from USPTO patents (1976-2016). Task: Predict the product of the given reaction. (1) Given the reactants C[C:2]1([C:5]2[CH:21]=[CH:20][C:8]([CH2:9][NH:10][S:11]([C:14]3[CH:15]=[N:16][CH:17]=[CH:18][CH:19]=3)(=[O:13])=[O:12])=CC=2)[CH2:4][CH2:3]1.[C:22]([O:26][C:27]([N:29]([CH2:38][C:39]([O:41][C:42]([CH3:45])([CH3:44])[CH3:43])=[O:40])[C:30]1[CH:35]=[CH:34][CH:33]=[C:32](CO)[N:31]=1)=[O:28])([CH3:25])([CH3:24])[CH3:23].[CH2:55](P([CH2:55][CH2:56][CH2:57][CH3:58])[CH2:55][CH2:56][CH2:57][CH3:58])[CH2:56][CH2:57][CH3:58].CN(C)C(N=NC(N(C)C)=O)=O, predict the reaction product. The product is: [C:22]([O:26][C:27]([N:29]([CH2:38][C:39]([O:41][C:42]([CH3:45])([CH3:44])[CH3:43])=[O:40])[C:30]1[CH:35]=[CH:34][CH:33]=[C:32]([CH:9]([CH2:8][C:20]2[CH:3]=[CH:4][C:2]([C:56]3([CH3:55])[CH2:57][CH2:58]3)=[CH:5][CH:21]=2)[NH:10][S:11]([C:14]2[CH:15]=[N:16][CH:17]=[CH:18][CH:19]=2)(=[O:12])=[O:13])[N:31]=1)=[O:28])([CH3:25])([CH3:24])[CH3:23]. (2) Given the reactants Br[C:2]1[CH:14]=[CH:13][C:5]2[S:6][C:7]3[CH:12]=[CH:11][CH:10]=[CH:9][C:8]=3[C:4]=2[CH:3]=1.[N+:15]([C:18]1[CH:23]=[CH:22][CH:21]=[CH:20][C:19]=1B(O)O)([O-:17])=[O:16].C([O-])([O-])=O.[K+].[K+], predict the reaction product. The product is: [N+:15]([C:18]1[CH:19]=[C:20]([C:2]2[CH:14]=[CH:13][C:5]3[S:6][C:7]4[CH:12]=[CH:11][CH:10]=[CH:9][C:8]=4[C:4]=3[CH:3]=2)[CH:21]=[CH:22][CH:23]=1)([O-:17])=[O:16]. (3) Given the reactants [F:1][C:2]1[CH:7]=[C:6]([O:8][C:9]2[CH:14]=[CH:13][N:12]=[C:11]([C:15]3[CH:16]=[N:17][N:18]([CH3:20])[CH:19]=3)[CH:10]=2)[C:5]([CH3:21])=[CH:4][C:3]=1[NH:22][C:23]([C:25]1([C:28]([NH:30][C:31]2[CH:36]=[CH:35][C:34]([F:37])=[CH:33][CH:32]=2)=[O:29])[CH2:27][CH2:26]1)=[O:24].[CH3:38][S:39]([OH:42])(=[O:41])=[O:40], predict the reaction product. The product is: [CH3:38][S:39]([OH:42])(=[O:41])=[O:40].[F:1][C:2]1[CH:7]=[C:6]([O:8][C:9]2[CH:14]=[CH:13][N:12]=[C:11]([C:15]3[CH:16]=[N:17][N:18]([CH3:20])[CH:19]=3)[CH:10]=2)[C:5]([CH3:21])=[CH:4][C:3]=1[NH:22][C:23]([C:25]1([C:28]([NH:30][C:31]2[CH:36]=[CH:35][C:34]([F:37])=[CH:33][CH:32]=2)=[O:29])[CH2:26][CH2:27]1)=[O:24]. (4) Given the reactants [C:1]([C:3]1[CH:4]=[C:5]([CH:7]=[CH:8][CH:9]=1)[NH2:6])#[CH:2].Br[C:11]1[CH:12]=[N:13][CH:14]=[C:15]([CH:18]=1)[C:16]#[N:17], predict the reaction product. The product is: [NH2:6][C:5]1[CH:4]=[C:3]([C:1]#[C:2][C:11]2[CH:12]=[N:13][CH:14]=[C:15]([CH:18]=2)[C:16]#[N:17])[CH:9]=[CH:8][CH:7]=1. (5) The product is: [Br:1][C:2]1[N:6]2[CH:7]=[C:8]([CH:15]3[CH2:16][CH2:17]3)[CH:9]=[C:10]([C:11]([F:14])([F:12])[F:13])[C:5]2=[N:4][C:3]=1[C:18]([N:22]1[CH2:23][CH2:24][CH:25]([N:28]2[CH2:32][CH2:31][O:30][C:29]2=[O:33])[CH2:26][CH2:27]1)=[O:20]. Given the reactants [Br:1][C:2]1[N:6]2[CH:7]=[C:8]([CH:15]3[CH2:17][CH2:16]3)[CH:9]=[C:10]([C:11]([F:14])([F:13])[F:12])[C:5]2=[N:4][C:3]=1[C:18]([OH:20])=O.Cl.[NH:22]1[CH2:27][CH2:26][CH:25]([N:28]2[CH2:32][CH2:31][O:30][C:29]2=[O:33])[CH2:24][CH2:23]1.CN(C(ON1N=NC2C=CC=NC1=2)=[N+](C)C)C.F[P-](F)(F)(F)(F)F.CCN(C(C)C)C(C)C, predict the reaction product. (6) Given the reactants [C:1]([C:3]1[CH:15]=[CH:14][C:6]([C:7]([N:9]([CH2:12][CH3:13])[CH2:10][CH3:11])=[O:8])=[CH:5][CH:4]=1)#[N:2].[C:16](OC)(=[O:24])[C:17]1[C:18](=[CH:20][CH:21]=[CH:22][CH:23]=1)[SH:19].C(N(CC)CC)C.C1(C)C=CC=CC=1, predict the reaction product. The product is: [CH2:12]([N:9]([CH2:10][CH3:11])[C:7](=[O:8])[C:6]1[CH:14]=[CH:15][C:3]([C:1]2[S:19][C:18]3[CH:20]=[CH:21][CH:22]=[CH:23][C:17]=3[C:16](=[O:24])[N:2]=2)=[CH:4][CH:5]=1)[CH3:13]. (7) Given the reactants [CH:1]([O:4][C:5]1[CH:10]=[CH:9][C:8]([OH:11])=[CH:7][CH:6]=1)([CH3:3])[CH3:2].Br[C:13]1[CH:20]=[CH:19][C:16]([CH:17]=[O:18])=[CH:15][CH:14]=1.C([O-])([O-])=O.[K+].[K+].N1C=CC=CC=1, predict the reaction product. The product is: [CH:1]([O:4][C:5]1[CH:10]=[CH:9][C:8]([O:11][C:13]2[CH:20]=[CH:19][C:16]([CH:17]=[O:18])=[CH:15][CH:14]=2)=[CH:7][CH:6]=1)([CH3:3])[CH3:2]. (8) The product is: [CH3:18][C:13]1([CH3:17])[S:14][CH2:15][CH2:16][N:11]([S:8]([C:5]2[CH:6]=[CH:7][C:2]([O:1][CH2:28][C:27]#[CH:26])=[CH:3][CH:4]=2)(=[O:9])=[O:10])[C@H:12]1[C:19]([O:21][C:22]([CH3:25])([CH3:24])[CH3:23])=[O:20]. Given the reactants [OH:1][C:2]1[CH:7]=[CH:6][C:5]([S:8]([N:11]2[CH2:16][CH2:15][S:14][C:13]([CH3:18])([CH3:17])[C@@H:12]2[C:19]([O:21][C:22]([CH3:25])([CH3:24])[CH3:23])=[O:20])(=[O:10])=[O:9])=[CH:4][CH:3]=1.[CH2:26](O)[C:27]#[CH:28], predict the reaction product. (9) Given the reactants Br[CH2:2][C:3]([C:5]1[CH:10]=[CH:9][C:8]([O:11][CH2:12][CH2:13][CH2:14][CH2:15][CH2:16][CH2:17][CH3:18])=[CH:7][CH:6]=1)=[O:4].[Br:19][C:20]1[CH:28]=[CH:27][C:23]([C:24]([OH:26])=[O:25])=[CH:22][CH:21]=1.C(O)(=O)CC(CC(O)=O)(C(O)=O)O.CC(=O)OCC, predict the reaction product. The product is: [Br:19][C:20]1[CH:28]=[CH:27][C:23]([C:24]([O:26][CH2:2][C:3]([C:5]2[CH:10]=[CH:9][C:8]([O:11][CH2:12][CH2:13][CH2:14][CH2:15][CH2:16][CH2:17][CH3:18])=[CH:7][CH:6]=2)=[O:4])=[O:25])=[CH:22][CH:21]=1.